Dataset: Catalyst prediction with 721,799 reactions and 888 catalyst types from USPTO. Task: Predict which catalyst facilitates the given reaction. (1) Reactant: [CH3:1][N:2]([C:9]([O:11][C:12]([CH3:15])([CH3:14])[CH3:13])=[O:10])[CH:3]1[CH:7]([CH3:8])[CH2:6][NH:5][CH2:4]1.[Cl:16][C:17]1[CH:18]=[CH:19][C:20]([CH2:23][O:24][C:25]2[CH:30]=[CH:29][N:28]([C:31]3[CH:32]=[N:33][C:34](F)=[CH:35][CH:36]=3)[C:27](=[O:38])[CH:26]=2)=[N:21][CH:22]=1.C([O-])([O-])=O.[K+].[K+]. Product: [Cl:16][C:17]1[CH:18]=[CH:19][C:20]([CH2:23][O:24][C:25]2[CH:30]=[CH:29][N:28]([C:31]3[CH:32]=[N:33][C:34]([N:5]4[CH2:6][CH:7]([CH3:8])[CH:3]([N:2]([C:9]([O:11][C:12]([CH3:14])([CH3:13])[CH3:15])=[O:10])[CH3:1])[CH2:4]4)=[CH:35][CH:36]=3)[C:27](=[O:38])[CH:26]=2)=[N:21][CH:22]=1. The catalyst class is: 3. (2) Reactant: [CH2:1]([C@@H:8]1[CH2:12][O:11][C:10](=[O:13])[N:9]1[C:14](=[O:19])[CH2:15][CH:16]([CH3:18])[CH3:17])[C:2]1[CH:7]=[CH:6][CH:5]=[CH:4][CH:3]=1.C[Si]([N-][Si](C)(C)C)(C)C.[Li+].Br[CH2:31][C:32]1[CH:41]=[C:40]2[C:35]([CH:36]=[CH:37][CH:38]=[C:39]2[O:42][CH2:43][CH2:44][O:45][CH3:46])=[CH:34][CH:33]=1. Product: [CH2:1]([C@@H:8]1[CH2:12][O:11][C:10](=[O:13])[N:9]1[C:14](=[O:19])[CH:15]([CH2:31][C:32]1[CH:33]=[CH:34][C:35]2[C:40](=[C:39]([O:42][CH2:43][CH2:44][O:45][CH3:46])[CH:38]=[CH:37][CH:36]=2)[CH:41]=1)[CH:16]([CH3:17])[CH3:18])[C:2]1[CH:3]=[CH:4][CH:5]=[CH:6][CH:7]=1. The catalyst class is: 7. (3) Reactant: [NH2:1][C:2]1[N:7]=[CH:6][N:5]=[C:4]([CH2:8][C:9]2[CH:14]=[CH:13][C:12]([NH:15]C(NC3C=CC(CC)=CC=3)=O)=[CH:11][CH:10]=2)[CH:3]=1.[Cl:27][C:28]1[CH:33]=[CH:32][C:31]([N:34]=[C:35]=[O:36])=[CH:30][C:29]=1[C:37]([F:40])([F:39])[F:38]. Product: [NH2:1][C:2]1[N:7]=[CH:6][N:5]=[C:4]([CH2:8][C:9]2[CH:14]=[CH:13][C:12]([NH:15][C:35]([NH:34][C:31]3[CH:32]=[CH:33][C:28]([Cl:27])=[C:29]([C:37]([F:38])([F:39])[F:40])[CH:30]=3)=[O:36])=[CH:11][CH:10]=2)[CH:3]=1. The catalyst class is: 3.